Dataset: Catalyst prediction with 721,799 reactions and 888 catalyst types from USPTO. Task: Predict which catalyst facilitates the given reaction. Reactant: [I:1][C:2]1[CH:7]=[CH:6][CH:5]=[CH:4][C:3]=1[OH:8].[CH3:9][O:10][CH2:11][CH2:12]Br.C([O-])([O-])=O.[Cs+].[Cs+]. Product: [I:1][C:2]1[CH:7]=[CH:6][CH:5]=[CH:4][C:3]=1[O:8][CH2:12][CH2:11][O:10][CH3:9]. The catalyst class is: 18.